From a dataset of CYP2C19 inhibition data for predicting drug metabolism from PubChem BioAssay. Regression/Classification. Given a drug SMILES string, predict its absorption, distribution, metabolism, or excretion properties. Task type varies by dataset: regression for continuous measurements (e.g., permeability, clearance, half-life) or binary classification for categorical outcomes (e.g., BBB penetration, CYP inhibition). Dataset: cyp2c19_veith. (1) The drug is CCN(CC)c1ccc(NC(=O)CN2CCN(c3ccccc3F)CC2)cc1. The result is 1 (inhibitor). (2) The molecule is [NH-]S(=O)(=O)Cc1noc2ccccc12.[Na+]. The result is 0 (non-inhibitor). (3) The drug is O=C(O)c1ccccc1CN1CCC[C@@H](C(=O)O)C1. The result is 0 (non-inhibitor). (4) The molecule is CCOCC(=O)Nc1cc(C(=O)Nc2cccc(C)c2C)ccc1Cl. The result is 0 (non-inhibitor). (5) The molecule is O=C(c1cccc(F)c1)N1CCC2(CCN(Cc3ccccc3)CC2)CC1. The result is 0 (non-inhibitor). (6) The compound is CCCCCC[C@@H]([C@H](C)O)n1cnc2c(N)ncnc21. The result is 0 (non-inhibitor). (7) The drug is Cc1nc2ccccn2c1C(=O)N/N=C/c1ccccc1[N+](=O)[O-]. The result is 0 (non-inhibitor).